Dataset: Forward reaction prediction with 1.9M reactions from USPTO patents (1976-2016). Task: Predict the product of the given reaction. (1) The product is: [C:4]([O:3][C:1]([N:8]1[CH2:13][CH2:12][N:11]([C:18]2[N:23]=[CH:22][CH:21]=[CH:20][N:19]=2)[C:10](=[O:14])[CH2:9]1)=[O:2])([CH3:7])([CH3:6])[CH3:5]. Given the reactants [C:1]([N:8]1[CH2:13][CH2:12][NH:11][C:10](=[O:14])[CH2:9]1)([O:3][C:4]([CH3:7])([CH3:6])[CH3:5])=[O:2].[H-].[Na+].Br[C:18]1[N:23]=[CH:22][CH:21]=[CH:20][N:19]=1.O, predict the reaction product. (2) Given the reactants CCN(C(C)C)C(C)C.[C:21]([O:20][C:18](O[C:18]([O:20][C:21]([CH3:24])([CH3:23])[CH3:22])=[O:19])=[O:19])([CH3:24])([CH3:23])[CH3:22].[F:25][C:26]1[CH:27]=[C:28]([CH:33]2[NH:38][C:37](=[O:39])[CH:36]([CH:40]3[CH2:45][CH2:44][O:43][CH2:42][CH2:41]3)[NH:35][CH2:34]2)[CH:29]=[C:30]([F:32])[CH:31]=1, predict the reaction product. The product is: [C:21]([O:20][C:18]([N:35]1[CH2:34][CH:33]([C:28]2[CH:27]=[C:26]([F:25])[CH:31]=[C:30]([F:32])[CH:29]=2)[NH:38][C:37](=[O:39])[CH:36]1[CH:40]1[CH2:45][CH2:44][O:43][CH2:42][CH2:41]1)=[O:19])([CH3:22])([CH3:23])[CH3:24].